Dataset: Peptide-MHC class I binding affinity with 185,985 pairs from IEDB/IMGT. Task: Regression. Given a peptide amino acid sequence and an MHC pseudo amino acid sequence, predict their binding affinity value. This is MHC class I binding data. (1) The peptide sequence is KPRSPVVEL. The MHC is HLA-A69:01 with pseudo-sequence HLA-A69:01. The binding affinity (normalized) is 0.0847. (2) The peptide sequence is ESRPFDLIKK. The MHC is HLA-A33:01 with pseudo-sequence HLA-A33:01. The binding affinity (normalized) is 0.361. (3) The peptide sequence is AVYSTFLHR. The MHC is HLA-B07:02 with pseudo-sequence HLA-B07:02. The binding affinity (normalized) is 0.0847. (4) The peptide sequence is EIPDVLNSL. The MHC is HLA-B44:02 with pseudo-sequence HLA-B44:02. The binding affinity (normalized) is 0.0847. (5) The peptide sequence is NRTRHCQPE. The MHC is Mamu-B08 with pseudo-sequence Mamu-B08. The binding affinity (normalized) is 0. (6) The peptide sequence is TLALEVAQQK. The MHC is HLA-B07:02 with pseudo-sequence HLA-B07:02. The binding affinity (normalized) is 0.